Task: Predict the reaction yield, written as a fraction of the theoretical maximum amount of product (1.0 means a 100% yield; for example, 0.34 means a 34% yield).. Dataset: Reaction yield outcomes from USPTO patents with 853,638 reactions (1) The reactants are C1C2C(COC([NH:18][C:19]([CH3:65])([C:21]([NH:23][C@H:24]([C:28]([N:30]([C@@H:32]([C@@H:61]([CH3:64])[CH2:62][CH3:63])[C@H:33]([O:59][CH3:60])[CH2:34][C:35]([N:37]3[CH2:41][CH2:40][CH2:39][C@H:38]3[C@H:42]([O:57][CH3:58])[C@@H:43]([CH3:56])[C:44]([NH:46][CH2:47][CH2:48][CH:49]3[CH:55]=[CH:54][CH:53]=[CH:52][CH:51]=[CH:50]3)=[O:45])=[O:36])[CH3:31])=[O:29])[CH:25]([CH3:27])[CH3:26])=[O:22])[CH3:20])=O)C3C(=CC=CC=3)C=2C=CC=1.C(N(CC)CC)C. The catalyst is ClCCl. The product is [CH3:20][C:19]([C:21]([NH:23][C@H:24]([C:28]([N:30]([C@@H:32]([C@@H:61]([CH3:64])[CH2:62][CH3:63])[C@H:33]([O:59][CH3:60])[CH2:34][C:35]([N:37]1[CH2:41][CH2:40][CH2:39][C@H:38]1[C@H:42]([O:57][CH3:58])[C@@H:43]([CH3:56])[C:44]([NH:46][CH2:47][CH2:48][CH:49]1[CH:55]=[CH:54][CH:53]=[CH:52][CH:51]=[CH:50]1)=[O:45])=[O:36])[CH3:31])=[O:29])[CH:25]([CH3:27])[CH3:26])=[O:22])([CH3:65])[NH2:18]. The yield is 0.850. (2) The reactants are [S:1]1[CH:5]=[CH:4][N:3]=[C:2]1[NH:6][C:7](=[O:13])[O:8][C:9]([CH3:12])([CH3:11])[CH3:10].C([Li])CCC.[CH2:19]([Sn:23](Cl)([CH2:28][CH2:29][CH2:30][CH3:31])[CH2:24][CH2:25][CH2:26][CH3:27])[CH2:20][CH2:21][CH3:22]. The catalyst is C1COCC1. The product is [CH2:28]([Sn:23]([CH2:19][CH2:20][CH2:21][CH3:22])([CH2:24][CH2:25][CH2:26][CH3:27])[C:5]1[S:1][C:2]([NH:6][C:7](=[O:13])[O:8][C:9]([CH3:10])([CH3:12])[CH3:11])=[N:3][CH:4]=1)[CH2:29][CH2:30][CH3:31]. The yield is 0.810. (3) The reactants are [OH:1][C:2]1[CH:3]=[C:4]2[C:8](=[CH:9][CH:10]=1)[N:7]([CH:11]1[CH2:16][CH2:15][N:14]([C:17]([O:19][C:20]([CH3:23])([CH3:22])[CH3:21])=[O:18])[CH2:13][CH2:12]1)[N:6]=[CH:5]2.[H-].[Na+].Br[CH2:27][C:28]([O:30][CH2:31][CH3:32])=[O:29].O. The catalyst is CN(C=O)C. The product is [CH2:31]([O:30][C:28](=[O:29])[CH2:27][O:1][C:2]1[CH:3]=[C:4]2[C:8](=[CH:9][CH:10]=1)[N:7]([CH:11]1[CH2:16][CH2:15][N:14]([C:17]([O:19][C:20]([CH3:23])([CH3:22])[CH3:21])=[O:18])[CH2:13][CH2:12]1)[N:6]=[CH:5]2)[CH3:32]. The yield is 0.650. (4) The catalyst is C1COCC1.C(OCC)C. The product is [CH2:29]([O:28][C:26](=[O:27])[CH2:25][NH:22][C:23]([NH:1][C:2]1[O:6][C:5]([C:7]2[CH:12]=[CH:11][N:10]=[CH:9][C:8]=2[NH:13][C:14]2[CH:19]=[CH:18][C:17]([I:20])=[CH:16][C:15]=2[F:21])=[N:4][N:3]=1)=[O:24])[CH3:30]. The yield is 0.540. The reactants are [NH2:1][C:2]1[O:6][C:5]([C:7]2[CH:12]=[CH:11][N:10]=[CH:9][C:8]=2[NH:13][C:14]2[CH:19]=[CH:18][C:17]([I:20])=[CH:16][C:15]=2[F:21])=[N:4][N:3]=1.[N:22]([CH2:25][C:26]([O:28][CH2:29][CH3:30])=[O:27])=[C:23]=[O:24].N(CC([O-])=O)=C=O. (5) The reactants are [Cl:1][C:2]1[N:3]=[C:4]2[C:9](=[CH:10][CH:11]=1)[N:8]=[CH:7][C:6]([C:12](=[O:14])[CH3:13])=[C:5]2[NH:15][C:16]1[CH:17]=[N:18][C:19]([O:22][CH2:23][CH2:24][N:25]([CH3:27])[CH3:26])=[CH:20][CH:21]=1.[Cl:28][C:29]1[CH:34]=[C:33](B2OC(C)(C)C(C)(C)O2)[CH:32]=[C:31]([Cl:44])[C:30]=1[OH:45].C1(N)C(F)=C(F)C(F)=C(N)C=1F.Cl.Cl. No catalyst specified. The product is [ClH:1].[ClH:28].[Cl:28][C:29]1[CH:34]=[C:33]([C:2]2[N:3]=[C:4]3[C:9](=[CH:10][CH:11]=2)[N:8]=[CH:7][C:6]([C:12](=[O:14])[CH3:13])=[C:5]3[NH:15][C:16]2[CH:17]=[N:18][C:19]([O:22][CH2:23][CH2:24][N:25]([CH3:26])[CH3:27])=[CH:20][CH:21]=2)[CH:32]=[C:31]([Cl:44])[C:30]=1[OH:45]. The yield is 0.830. (6) The reactants are [Cl:1][C:2]1[CH:7]=[CH:6][C:5]([NH:8][C:9]([N:11]2[CH2:15][C@H:14]([OH:16])[CH2:13][C@@H:12]2[C:17]([NH:19][C:20]2[CH:25]=[CH:24][C:23]([N:26]3[CH2:31][CH2:30][O:29][CH2:28][C:27]3=[O:32])=[CH:22][CH:21]=2)=[O:18])=[O:10])=[CH:4][CH:3]=1.[C:33](O[C:33](=[O:37])[CH:34]([CH3:36])[CH3:35])(=[O:37])[CH:34]([CH3:36])[CH3:35].C(OCC)(=O)C. The catalyst is N1C=CC=CC=1. The product is [C:33]([O:16][C@@H:14]1[CH2:13][C@H:12]([C:17](=[O:18])[NH:19][C:20]2[CH:25]=[CH:24][C:23]([N:26]3[CH2:31][CH2:30][O:29][CH2:28][C:27]3=[O:32])=[CH:22][CH:21]=2)[N:11]([C:9](=[O:10])[NH:8][C:5]2[CH:6]=[CH:7][C:2]([Cl:1])=[CH:3][CH:4]=2)[CH2:15]1)(=[O:37])[CH:34]([CH3:36])[CH3:35]. The yield is 0.793. (7) The reactants are [N:1]([CH2:4][C:5]1[C:13]2[S:12](=[O:15])(=[O:14])[N:11]=[C:10]([C:16]3[C:17](=[O:34])[C@@:18]([CH2:28][CH2:29][C:30]([CH3:33])([CH3:32])[CH3:31])([CH3:27])[C:19]4[C:24]([C:25]=3[OH:26])=[CH:23][CH:22]=[CH:21][CH:20]=4)[NH:9][C:8]=2[S:7][CH:6]=1)=[N+]=[N-]. The catalyst is C(O)C.[Pd]. The product is [NH2:1][CH2:4][C:5]1[C:13]2[S:12](=[O:15])(=[O:14])[N:11]=[C:10]([C:16]3[C:17](=[O:34])[C@@:18]([CH2:28][CH2:29][C:30]([CH3:33])([CH3:32])[CH3:31])([CH3:27])[C:19]4[C:24]([C:25]=3[OH:26])=[CH:23][CH:22]=[CH:21][CH:20]=4)[NH:9][C:8]=2[S:7][CH:6]=1. The yield is 0.510. (8) The reactants are Cl[C:2]1[C:11]2[C:6](=[CH:7][C:8]([O:13][CH3:14])=[C:9]([F:12])[CH:10]=2)[CH:5]=[C:4]([C:15]2[CH:20]=[CH:19][C:18]([O:21][CH:22]([CH3:24])[CH3:23])=[CH:17][CH:16]=2)[N:3]=1.[F-:25].[Cs+]. The catalyst is CS(C)=O.C(OC(=O)C)C. The product is [F:25][C:2]1[C:11]2[C:6](=[CH:7][C:8]([O:13][CH3:14])=[C:9]([F:12])[CH:10]=2)[CH:5]=[C:4]([C:15]2[CH:20]=[CH:19][C:18]([O:21][CH:22]([CH3:24])[CH3:23])=[CH:17][CH:16]=2)[N:3]=1. The yield is 0.790. (9) The reactants are C1(S(C(C2C(C)(C)CCCC=2C)C(O)C(C)=CCCC(C)=CC(S(C2C=CC=CC=2)(=O)=O)CC=C(C)CCC=C(C)[CH:26]([OH:46])[CH:27](S(C2C=CC=CC=2)(=O)=O)C2C(C)(C)CCCC=2C)(=O)=O)C=CC=CC=1.[CH:70]([O:72][CH2:73][CH3:74])=[CH2:71].C1(C)C=CC(S([O-])(=O)=[O:82])=CC=1.[NH+]1[CH:91]=[CH:90]C=CC=1. The catalyst is C(Cl)Cl. The product is [CH2:70]([O:72][CH:73]([O:82][CH:90]([O:46][CH2:26][CH3:27])[CH3:91])[CH3:74])[CH3:71]. The yield is 0.900.